From a dataset of Reaction yield outcomes from USPTO patents with 853,638 reactions. Predict the reaction yield, written as a fraction of the theoretical maximum amount of product (1.0 means a 100% yield; for example, 0.34 means a 34% yield). (1) The reactants are [O:1]=[C:2]1[NH:11][C:10]2[N:9]=[C:8]([O:12][CH2:13][CH2:14][CH2:15][CH:16]=O)[CH:7]=[CH:6][C:5]=2[CH:4]=[CH:3]1.Cl.[C:19]1([N:29]2[CH2:34][CH2:33][NH:32][CH2:31][CH2:30]2)[C:28]2[C:23](=[CH:24][CH:25]=[CH:26][CH:27]=2)[CH:22]=[CH:21][CH:20]=1.CCN(CC)CC.[BH-](OC(C)=O)(OC(C)=O)OC(C)=O.[Na+]. The catalyst is ClCCCl. The product is [C:19]1([N:29]2[CH2:34][CH2:33][N:32]([CH2:16][CH2:15][CH2:14][CH2:13][O:12][C:8]3[N:9]=[C:10]4[C:5]([CH:4]=[CH:3][C:2](=[O:1])[NH:11]4)=[CH:6][CH:7]=3)[CH2:31][CH2:30]2)[C:28]2[C:23](=[CH:24][CH:25]=[CH:26][CH:27]=2)[CH:22]=[CH:21][CH:20]=1. The yield is 0.800. (2) The reactants are [CH:1]1([NH:4][C:5](=[O:43])[NH:6][C:7]2[CH:41]=[CH:40][C:10]([O:11][C:12]3[CH:17]=[CH:16][N:15]=[C:14]4[CH:18]=[C:19]([C:21]5[N:26]=[CH:25][C:24]([CH2:27][O:28][CH:29]6[CH2:32][N:31](C(OC(C)(C)C)=O)[CH2:30]6)=[CH:23][CH:22]=5)[S:20][C:13]=34)=[C:9]([F:42])[CH:8]=2)[CH2:3][CH2:2]1.C(O)(C(F)(F)F)=O. The catalyst is C(Cl)Cl. The product is [NH:31]1[CH2:30][CH:29]([O:28][CH2:27][C:24]2[CH:23]=[CH:22][C:21]([C:19]3[S:20][C:13]4[C:14](=[N:15][CH:16]=[CH:17][C:12]=4[O:11][C:10]4[CH:40]=[CH:41][C:7]([NH:6][C:5]([NH:4][CH:1]5[CH2:2][CH2:3]5)=[O:43])=[CH:8][C:9]=4[F:42])[CH:18]=3)=[N:26][CH:25]=2)[CH2:32]1. The yield is 0.840. (3) The reactants are [C:1]([O:5][C:6]([N:8]1[CH2:12][CH2:11][C@H:10](OS(C2C=CC(C)=CC=2)(=O)=O)[CH2:9]1)=[O:7])([CH3:4])([CH3:3])[CH3:2].[CH3:24][C@H:25]1[CH2:29][CH2:28][CH2:27][NH:26]1.C([O-])([O-])=O.[K+].[K+]. The catalyst is C(#N)C. The product is [C:1]([O:5][C:6]([N:8]1[CH2:12][CH2:11][C@@H:10]([N:26]2[CH2:27][CH2:28][CH2:29][C@@H:25]2[CH3:24])[CH2:9]1)=[O:7])([CH3:2])([CH3:3])[CH3:4]. The yield is 0.750.